This data is from Forward reaction prediction with 1.9M reactions from USPTO patents (1976-2016). The task is: Predict the product of the given reaction. (1) Given the reactants [CH:1]1([NH:4][CH3:5])[CH2:3][CH2:2]1.[CH3:6][N:7]1[C:11]([C:12](=[O:29])[NH:13][C:14]2[CH:15]=[CH:16][C:17]3[N:18]([N:20]=[C:21]([C:23]4[CH:24]=[N:25][CH:26]=[CH:27][CH:28]=4)[N:22]=3)[CH:19]=2)=[C:10]([C:30](O)=[O:31])[CH:9]=[N:8]1, predict the reaction product. The product is: [CH:1]1([N:4]([CH3:5])[C:30]([C:10]2[CH:9]=[N:8][N:7]([CH3:6])[C:11]=2[C:12]([NH:13][C:14]2[CH:15]=[CH:16][C:17]3[N:18]([N:20]=[C:21]([C:23]4[CH:24]=[N:25][CH:26]=[CH:27][CH:28]=4)[N:22]=3)[CH:19]=2)=[O:29])=[O:31])[CH2:3][CH2:2]1. (2) Given the reactants [NH2:1][CH2:2][CH:3]1[CH2:6][CH2:5][N:4]1[C:7]([O:9][C:10]([CH3:13])([CH3:12])[CH3:11])=[O:8].C(N(CC)CC)C.Br[CH:22]([CH2:27][O:28][CH3:29])[C:23]([O:25][CH3:26])=[O:24], predict the reaction product. The product is: [CH3:26][O:25][C:23](=[O:24])[CH:22]([NH:1][CH2:2][CH:3]1[CH2:6][CH2:5][N:4]1[C:7]([O:9][C:10]([CH3:13])([CH3:12])[CH3:11])=[O:8])[CH2:27][O:28][CH3:29]. (3) Given the reactants CCN(C(C)C)C(C)C.Cl.[NH2:11][CH2:12][C:13]([N:15]1[CH2:20][CH2:19][N:18]([C:21](=[O:32])[C:22]2[CH:27]=[CH:26][CH:25]=[CH:24][C:23]=2[C:28]([F:31])([F:30])[F:29])[CH2:17][CH2:16]1)=[O:14].C1C=CC2N(O)N=NC=2C=1.CCN=C=NCCCN(C)C.[N:54]1([C:60]2[CH:68]=[CH:67][C:63]([C:64](O)=[O:65])=[CH:62][CH:61]=2)[CH2:59][CH2:58][CH2:57][CH2:56][CH2:55]1, predict the reaction product. The product is: [O:14]=[C:13]([N:15]1[CH2:16][CH2:17][N:18]([C:21](=[O:32])[C:22]2[CH:27]=[CH:26][CH:25]=[CH:24][C:23]=2[C:28]([F:31])([F:29])[F:30])[CH2:19][CH2:20]1)[CH2:12][NH:11][C:64](=[O:65])[C:63]1[CH:67]=[CH:68][C:60]([N:54]2[CH2:59][CH2:58][CH2:57][CH2:56][CH2:55]2)=[CH:61][CH:62]=1. (4) Given the reactants Cl.[NH2:2][C@@H:3]([CH2:6][CH:7]1[CH2:12][CH2:11][CH2:10][CH2:9][CH2:8]1)[CH2:4][OH:5].C(=O)(O)[O-].[Na+].[CH3:18][C:19]([O:22][C:23](O[C:23]([O:22][C:19]([CH3:21])([CH3:20])[CH3:18])=[O:24])=[O:24])([CH3:21])[CH3:20], predict the reaction product. The product is: [CH:7]1([CH2:6][C@H:3]([NH:2][C:23](=[O:24])[O:22][C:19]([CH3:21])([CH3:20])[CH3:18])[CH2:4][OH:5])[CH2:12][CH2:11][CH2:10][CH2:9][CH2:8]1. (5) Given the reactants Br[C:2]1[C:3]([CH3:13])=[CH:4][C:5]([F:12])=[C:6]([CH:11]=1)[C:7]([O:9][CH3:10])=[O:8].[CH3:14][C:15]1([CH3:31])[C:19]([CH3:21])([CH3:20])[O:18][B:17]([B:17]2[O:18][C:19]([CH3:21])([CH3:20])[C:15]([CH3:31])([CH3:14])[O:16]2)[O:16]1.C([O-])(=O)C.[K+], predict the reaction product. The product is: [F:12][C:5]1[CH:4]=[C:3]([CH3:13])[C:2]([B:17]2[O:18][C:19]([CH3:21])([CH3:20])[C:15]([CH3:31])([CH3:14])[O:16]2)=[CH:11][C:6]=1[C:7]([O:9][CH3:10])=[O:8]. (6) The product is: [CH2:14]([C@H:16]1[C@H:24]([NH2:25])[C:20]2[CH:21]=[CH:22][O:23][C:19]=2[CH2:18][CH2:17]1)[CH3:15]. Given the reactants C([C@@H]1[C@H](N)C2C=CSC=2CC1)CC.[CH2:14]([CH:16]1[CH2:17][CH2:18][C:19]2[O:23][CH:22]=[CH:21][C:20]=2/[C:24]/1=[N:25]\O)[CH3:15], predict the reaction product. (7) Given the reactants [NH2:1][C:2]1[CH:3]=[C:4]([CH:20]=[CH:21][CH:22]=1)[CH2:5][O:6][C:7]1[CH:12]=[CH:11][C:10]([C:13](=[O:15])[CH3:14])=[C:9]([OH:16])[C:8]=1[CH2:17][CH2:18][CH3:19].[CH3:23][O:24][C:25](=[O:33])[C:26]1[CH:31]=[CH:30][N:29]=[C:28](Cl)[CH:27]=1.C(=O)([O-])[O-].[Cs+].[Cs+], predict the reaction product. The product is: [CH3:23][O:24][C:25](=[O:33])[C:26]1[CH:31]=[CH:30][N:29]=[C:28]([NH:1][C:2]2[CH:22]=[CH:21][CH:20]=[C:4]([CH2:5][O:6][C:7]3[CH:12]=[CH:11][C:10]([C:13](=[O:15])[CH3:14])=[C:9]([OH:16])[C:8]=3[CH2:17][CH2:18][CH3:19])[CH:3]=2)[CH:27]=1. (8) Given the reactants C[O:2][C:3](=O)[C@@H:4]([CH2:16][NH:17][S:18]([CH3:21])(=[O:20])=[O:19])[NH:5][C:6]([O:8][CH2:9][C:10]1[CH:15]=[CH:14][CH:13]=[CH:12][CH:11]=1)=[O:7].C1COCC1.[Cl-].[Li+].[BH4-].[Na+], predict the reaction product. The product is: [CH2:9]([O:8][C:6](=[O:7])[NH:5][C@H:4]([CH2:16][NH:17][S:18]([CH3:21])(=[O:20])=[O:19])[CH2:3][OH:2])[C:10]1[CH:11]=[CH:12][CH:13]=[CH:14][CH:15]=1. (9) Given the reactants [NH2:1][C:2]1[CH:3]=[CH:4][C:5]([CH3:11])=[C:6]([CH:10]=1)[C:7]([OH:9])=[O:8].[F:12][C:13]1[C:20]([F:21])=[C:19]([C:22]([F:25])([F:24])[F:23])[C:18]([F:26])=[C:17]([F:27])[C:14]=1[CH2:15]Br, predict the reaction product. The product is: [CH3:11][C:5]1[CH:4]=[CH:3][C:2]([NH:1][CH2:15][C:14]2[C:17]([F:27])=[C:18]([F:26])[C:19]([C:22]([F:23])([F:25])[F:24])=[C:20]([F:21])[C:13]=2[F:12])=[CH:10][C:6]=1[C:7]([OH:9])=[O:8].